From a dataset of Full USPTO retrosynthesis dataset with 1.9M reactions from patents (1976-2016). Predict the reactants needed to synthesize the given product. (1) Given the product [I:3][C:4]1[CH:5]=[C:6]2[CH2:21][C:11]3([C:19]4[C:14](=[N:15][CH:16]=[CH:17][CH:18]=4)[N:13]([CH2:27][O:26][CH2:25][CH2:24][Si:23]([CH3:30])([CH3:29])[CH3:22])[C:12]3=[O:20])[CH2:10][C:7]2=[N:8][CH:9]=1, predict the reactants needed to synthesize it. The reactants are: [H-].[Na+].[I:3][C:4]1[CH:5]=[C:6]2[CH2:21][C@@:11]3([C:19]4[C:14](=[N:15][CH:16]=[CH:17][CH:18]=4)[NH:13][C:12]3=[O:20])[CH2:10][C:7]2=[N:8][CH:9]=1.[CH3:22][Si:23]([CH3:30])([CH3:29])[CH2:24][CH2:25][O:26][CH2:27]Cl. (2) Given the product [CH3:48][O:47][N:46]([CH3:45])[C:16]([C:13]1[CH2:12][CH2:11][N:10]([C:5]2[C:4]([N+:1]([O-:3])=[O:2])=[CH:9][CH:8]=[CH:7][N:6]=2)[CH2:15][CH:14]=1)=[O:18], predict the reactants needed to synthesize it. The reactants are: [N+:1]([C:4]1[C:5]([N:10]2[CH2:15][CH:14]=[C:13]([C:16]([OH:18])=O)[CH2:12][CH2:11]2)=[N:6][CH:7]=[CH:8][CH:9]=1)([O-:3])=[O:2].C[N+]1(C2N=C(OC)N=C(OC)N=2)CCOCC1.[Cl-].CN1CCOCC1.Cl.[CH3:45][NH:46][O:47][CH3:48]. (3) The reactants are: Br[CH2:2][C@H:3]([CH3:21])[C@H:4]([C:7]1[CH:12]=[CH:11][CH:10]=[C:9]([O:13][CH2:14][C:15]2[CH:20]=[CH:19][CH:18]=[CH:17][CH:16]=2)[CH:8]=1)[CH2:5][CH3:6].C(=O)([O-])[O-].[K+].[K+].Cl.[CH3:29][NH:30][CH3:31].O. Given the product [CH2:5]([C@@H:4]([C:7]1[CH:12]=[CH:11][CH:10]=[C:9]([O:13][CH2:14][C:15]2[CH:20]=[CH:19][CH:18]=[CH:17][CH:16]=2)[CH:8]=1)[C@@H:3]([CH3:21])[CH2:2][N:30]([CH3:31])[CH3:29])[CH3:6], predict the reactants needed to synthesize it. (4) Given the product [ClH:1].[Cl:1][C:2]1[CH:3]=[C:4](/[CH:23]=[CH:24]/[C:25]([NH:27][OH:28])=[O:26])[CH:5]=[N:6][C:7]=1[NH:8][C@@H:9]1[CH2:13][CH2:12][N:11]([C:14](=[O:22])[CH2:15][CH:16]2[CH2:21][CH2:20][CH2:19][CH2:18][CH2:17]2)[CH2:10]1, predict the reactants needed to synthesize it. The reactants are: [Cl:1][C:2]1[CH:3]=[C:4](/[CH:23]=[CH:24]/[C:25]([NH:27][O:28]C2CCCCO2)=[O:26])[CH:5]=[N:6][C:7]=1[NH:8][C@@H:9]1[CH2:13][CH2:12][N:11]([C:14](=[O:22])[CH2:15][CH:16]2[CH2:21][CH2:20][CH2:19][CH2:18][CH2:17]2)[CH2:10]1.Cl.C(O)C. (5) Given the product [ClH:22].[CH3:21][O:20][C:18]1[CH:19]=[C:14]([N:11]2[CH2:10][CH2:9][NH:8][CH2:13][CH2:12]2)[N:15]=[CH:16][N:17]=1, predict the reactants needed to synthesize it. The reactants are: C(OC([N:8]1[CH2:13][CH2:12][N:11]([C:14]2[CH:19]=[C:18]([O:20][CH3:21])[N:17]=[CH:16][N:15]=2)[CH2:10][CH2:9]1)=O)(C)(C)C.[ClH:22]. (6) Given the product [CH3:15][C:10]1[N:11]=[CH:12][CH:13]=[C:14]2[C:9]=1[C:8](=[O:16])[N:7]([CH3:17])[C:6]1[CH:18]=[C:2]([O:25][CH2:24][C@@H:23]([NH:26][C:27](=[O:33])[O:28][C:29]([CH3:31])([CH3:30])[CH3:32])[CH2:22][CH:21]=[C:20]([F:34])[F:19])[CH:3]=[CH:4][C:5]2=1, predict the reactants needed to synthesize it. The reactants are: Cl[C:2]1[CH:3]=[CH:4][C:5]2[C:14]3[C:9](=[C:10]([CH3:15])[N:11]=[CH:12][CH:13]=3)[C:8](=[O:16])[N:7]([CH3:17])[C:6]=2[CH:18]=1.[F:19][C:20]([F:34])=[CH:21][CH2:22][C@H:23]([NH:26][C:27](=[O:33])[O:28][C:29]([CH3:32])([CH3:31])[CH3:30])[CH2:24][OH:25].C(P(C(C)(C)C)C1C=CC=CC=1C1C(C(C)C)=CC(C(C)C)=CC=1C(C)C)(C)(C)C.C([O-])([O-])=O.[Cs+].[Cs+]. (7) Given the product [CH3:28][C:29]1([CH3:35])[O:34][CH2:33][CH2:32][N:31]([CH2:25][C:5]2[C:4]3[C:9](=[CH:10][CH:11]=[C:2]([OH:1])[CH:3]=3)[C:8]([C:12]3[C:20]([CH:21]([CH3:22])[CH3:23])=[CH:19][CH:18]=[C:17]4[C:13]=3[CH:14]=[N:15][NH:16]4)=[N:7][C:6]=2[CH3:24])[CH2:30]1, predict the reactants needed to synthesize it. The reactants are: [OH:1][C:2]1[CH:3]=[C:4]2[C:9](=[CH:10][CH:11]=1)[C:8]([C:12]1[C:20]([CH:21]([CH3:23])[CH3:22])=[CH:19][CH:18]=[C:17]3[C:13]=1[CH:14]=[N:15][NH:16]3)=[N:7][C:6]([CH3:24])=[C:5]2[CH:25]=O.Cl.[CH3:28][C:29]1([CH3:35])[O:34][CH2:33][CH2:32][NH:31][CH2:30]1.[BH-](OC(C)=O)(OC(C)=O)OC(C)=O.[Na+].[OH-].[Na+].